From a dataset of Forward reaction prediction with 1.9M reactions from USPTO patents (1976-2016). Predict the product of the given reaction. (1) Given the reactants Cl[C:2]1[N:7]=[C:6]([C:8]2[S:12][C:11]([CH:13]([CH3:15])[CH3:14])=[N:10][C:9]=2[C:16]2[CH:17]=[C:18]([NH:22][S:23]([C:26]3[CH:31]=[C:30]([F:32])[CH:29]=[CH:28][C:27]=3[O:33][CH3:34])(=[O:25])=[O:24])[CH:19]=[CH:20][CH:21]=2)[CH:5]=[CH:4][N:3]=1.[CH2:35]([NH2:39])[CH:36]([CH3:38])[CH3:37], predict the reaction product. The product is: [F:32][C:30]1[CH:29]=[CH:28][C:27]([O:33][CH3:34])=[C:26]([S:23]([NH:22][C:18]2[CH:19]=[CH:20][CH:21]=[C:16]([C:9]3[N:10]=[C:11]([CH:13]([CH3:15])[CH3:14])[S:12][C:8]=3[C:6]3[CH:5]=[CH:4][N:3]=[C:2]([NH:39][CH2:35][CH:36]([CH3:38])[CH3:37])[N:7]=3)[CH:17]=2)(=[O:25])=[O:24])[CH:31]=1. (2) Given the reactants [CH3:1][C:2]1([CH3:41])[CH2:10][C:9]2[N:8](COCC[Si](C)(C)C)[N:7]=[C:6]([C:19]3[N:20](COCC[Si](C)(C)C)[C:21]4[C:26]([CH:27]=3)=[CH:25][CH:24]=[C:23]([N:28]([CH3:32])[C:29](=[O:31])[CH3:30])[CH:22]=4)[C:5]=2[CH2:4][CH2:3]1.[F-].C([N+](CCCC)(CCCC)CCCC)CCC, predict the reaction product. The product is: [CH3:1][C:2]1([CH3:41])[CH2:10][C:9]2[NH:8][N:7]=[C:6]([C:19]3[NH:20][C:21]4[C:26]([CH:27]=3)=[CH:25][CH:24]=[C:23]([N:28]([CH3:32])[C:29](=[O:31])[CH3:30])[CH:22]=4)[C:5]=2[CH2:4][CH2:3]1. (3) Given the reactants [C:1]([C:5]1[CH:12]=[CH:11][C:8]([CH2:9][NH2:10])=[CH:7][CH:6]=1)([CH3:4])([CH3:3])[CH3:2].C1N=CN([C:18](N2C=NC=C2)=[O:19])C=1.[NH2:25][C:26]1[C:31]2[O:32][CH2:33][C:34](=[O:36])[NH:35][C:30]=2[CH:29]=[CH:28][CH:27]=1, predict the reaction product. The product is: [C:1]([C:5]1[CH:6]=[CH:7][C:8]([CH2:9][NH:10][C:18]([NH:25][C:26]2[C:31]3[O:32][CH2:33][C:34](=[O:36])[NH:35][C:30]=3[CH:29]=[CH:28][CH:27]=2)=[O:19])=[CH:11][CH:12]=1)([CH3:4])([CH3:2])[CH3:3]. (4) Given the reactants [CH:1]([CH:3]1[CH2:8][CH2:7][NH:6][CH2:5][CH:4]1[CH2:9][CH2:10][C:11]([O:13][CH2:14][C:15]1[CH:20]=[CH:19][CH:18]=[CH:17][CH:16]=1)=[O:12])=[O:2].Cl[C:22]1[C:32]([C:33]#[N:34])=[CH:31][C:25]([C:26]([O:28][CH2:29][CH3:30])=[O:27])=[C:24]([CH3:35])[N:23]=1.CCN(C(C)C)C(C)C.[NH4+].[Cl-], predict the reaction product. The product is: [CH2:14]([O:13][C:11](=[O:12])[CH2:10][CH2:9][CH:4]1[CH:3]([CH:1]=[O:2])[CH2:8][CH2:7][N:6]([C:22]2[C:32]([C:33]#[N:34])=[CH:31][C:25]([C:26]([O:28][CH2:29][CH3:30])=[O:27])=[C:24]([CH3:35])[N:23]=2)[CH2:5]1)[C:15]1[CH:16]=[CH:17][CH:18]=[CH:19][CH:20]=1. (5) Given the reactants CC(C)=O.C(=O)=O.[Br:8][C:9]1[CH:14]=[C:13]([CH3:15])[C:12]([OH:16])=[C:11]([CH3:17])[CH:10]=1.Cl[CH:19]([F:21])[F:20], predict the reaction product. The product is: [Br:8][C:9]1[CH:14]=[C:13]([CH3:15])[C:12]([O:16][CH:19]([F:21])[F:20])=[C:11]([CH3:17])[CH:10]=1.